From a dataset of TCR-epitope binding with 47,182 pairs between 192 epitopes and 23,139 TCRs. Binary Classification. Given a T-cell receptor sequence (or CDR3 region) and an epitope sequence, predict whether binding occurs between them. (1) The epitope is ISPRTLNAW. The TCR CDR3 sequence is CASSPYAGGTEAFF. Result: 0 (the TCR does not bind to the epitope). (2) The TCR CDR3 sequence is CASSQLAGSYNEQFF. Result: 1 (the TCR binds to the epitope). The epitope is WICLLQFAY.